This data is from Full USPTO retrosynthesis dataset with 1.9M reactions from patents (1976-2016). The task is: Predict the reactants needed to synthesize the given product. (1) Given the product [ClH:21].[C:34]([NH:33][C:31](=[O:32])[C:30]1[CH:38]=[CH:39][CH:40]=[C:28]([O:27][C:26]2[CH:41]=[CH:42][C:23]([NH:22][C:19]3[C:20]4[N:12]([CH2:11][CH2:10][OH:9])[CH:13]=[CH:14][C:15]=4[N:16]=[CH:17][N:18]=3)=[CH:24][C:25]=2[CH3:43])[CH:29]=1)([CH3:37])([CH3:36])[CH3:35], predict the reactants needed to synthesize it. The reactants are: C([O:9][CH2:10][CH2:11][N:12]1[C:20]2[C:19]([Cl:21])=[N:18][CH:17]=[N:16][C:15]=2[CH:14]=[CH:13]1)(=O)C1C=CC=CC=1.[NH2:22][C:23]1[CH:42]=[CH:41][C:26]([O:27][C:28]2[CH:29]=[C:30]([CH:38]=[CH:39][CH:40]=2)[C:31]([NH:33][C:34]([CH3:37])([CH3:36])[CH3:35])=[O:32])=[C:25]([CH3:43])[CH:24]=1.C(=O)([O-])O.[Na+]. (2) Given the product [F:39][C:36]1[CH:35]=[CH:34][C:33]([C:12]2[C:11]3[C:16](=[CH:17][CH:18]=[C:9]([OH:8])[CH:10]=3)[C:15](=[O:19])[N:14]([CH2:20][CH:21]([CH3:23])[CH3:22])[C:13]=2[CH2:24][NH:25][C:26](=[O:32])[O:27][C:28]([CH3:29])([CH3:31])[CH3:30])=[CH:38][CH:37]=1, predict the reactants needed to synthesize it. The reactants are: C([O:8][C:9]1[CH:10]=[C:11]2[C:16](=[CH:17][CH:18]=1)[C:15](=[O:19])[N:14]([CH2:20][CH:21]([CH3:23])[CH3:22])[C:13]([CH2:24][NH:25][C:26](=[O:32])[O:27][C:28]([CH3:31])([CH3:30])[CH3:29])=[C:12]2[C:33]1[CH:38]=[CH:37][C:36]([F:39])=[CH:35][CH:34]=1)C1C=CC=CC=1. (3) The reactants are: Cl.[Cl:2][C:3]1[N:4]=[C:5]([N:12]2[CH2:17][CH2:16][O:15][CH2:14][C@@H:13]2[CH3:18])[C:6]2[CH2:11][NH:10][CH2:9][C:7]=2[N:8]=1.[CH:19]1([CH:22]=O)[CH2:21][CH2:20]1.CCN(CC)CC.C(O[BH-](OC(=O)C)OC(=O)C)(=O)C.[Na+]. Given the product [Cl:2][C:3]1[N:4]=[C:5]([N:12]2[CH2:17][CH2:16][O:15][CH2:14][C@@H:13]2[CH3:18])[C:6]2[CH2:11][N:10]([CH2:22][CH:19]3[CH2:21][CH2:20]3)[CH2:9][C:7]=2[N:8]=1, predict the reactants needed to synthesize it. (4) The reactants are: Cl[C:2]1[CH:7]=[CH:6][C:5]([CH:8]([CH:10]2[CH2:15][CH2:14][N:13]([CH3:16])[CH2:12][CH2:11]2)[OH:9])=[CH:4][CH:3]=1.S(Cl)(Cl)=O.[OH-].[Na+]. Given the product [CH3:16][N:13]1[CH2:14][CH2:15][CH:10]([C:8]([C:5]2[CH:6]=[CH:7][CH:2]=[CH:3][CH:4]=2)=[O:9])[CH2:11][CH2:12]1, predict the reactants needed to synthesize it. (5) Given the product [CH3:28][C@@:9]1([CH:19]=[CH:20][C:21]2[N:22]([CH2:26][CH3:27])[CH:23]=[CH:24][CH:25]=2)[CH2:10][O:11][C:12](=[O:18])[NH:8]1, predict the reactants needed to synthesize it. The reactants are: C(OC([NH:8][C@:9]([CH3:28])([CH:19]=[CH:20][C:21]1[N:22]([CH2:26][CH3:27])[CH:23]=[CH:24][CH:25]=1)[CH2:10][O:11][C:12](=[O:18])CCCCC)=O)(C)(C)C.[OH-].[Na+].CC(C)([O-])C.[K+].